From a dataset of Reaction yield outcomes from USPTO patents with 853,638 reactions. Predict the reaction yield, written as a fraction of the theoretical maximum amount of product (1.0 means a 100% yield; for example, 0.34 means a 34% yield). The reactants are [F:1][C:2]1[CH:8]=[CH:7][CH:6]=[C:5]([F:9])[C:3]=1[NH2:4].[N:10]([O-])=O.[Na+].C([O-])(=O)C.[Na+].[C:19]([CH2:22][C:23](=[O:25])[CH3:24])(=[O:21])[CH3:20]. The catalyst is C(O)(=O)C.Cl.O. The product is [F:1][C:2]1[CH:8]=[CH:7][CH:6]=[C:5]([F:9])[C:3]=1[NH:4][N:10]=[C:22]([C:23](=[O:25])[CH3:24])[C:19](=[O:21])[CH3:20]. The yield is 0.210.